This data is from Forward reaction prediction with 1.9M reactions from USPTO patents (1976-2016). The task is: Predict the product of the given reaction. Given the reactants C(#N)C.S1(CCCC1)(=O)=O.[Na+].[Cl:12][C:13]1[CH:37]=[CH:36][C:35]([Cl:38])=[CH:34][C:14]=1[C:15]([C:17]1[CH:33]=[CH:32][C:20]([O:21][C:22]2[CH:27]=[CH:26][C:25]([S:28]([O-])(=[O:30])=[O:29])=[CH:24][CH:23]=2)=[CH:19][CH:18]=1)=[O:16].P(Cl)(Cl)([Cl:41])=O, predict the reaction product. The product is: [Cl:12][C:13]1[CH:37]=[CH:36][C:35]([Cl:38])=[CH:34][C:14]=1[C:15]([C:17]1[CH:33]=[CH:32][C:20]([O:21][C:22]2[CH:27]=[CH:26][C:25]([S:28]([Cl:41])(=[O:30])=[O:29])=[CH:24][CH:23]=2)=[CH:19][CH:18]=1)=[O:16].